This data is from Reaction yield outcomes from USPTO patents with 853,638 reactions. The task is: Predict the reaction yield, written as a fraction of the theoretical maximum amount of product (1.0 means a 100% yield; for example, 0.34 means a 34% yield). (1) The reactants are Cl[C:2](OC1C=CC([N+]([O-])=O)=CC=1)=[O:3].[O:14]=[S:15]1(=[O:25])[CH2:20][CH2:19][N:18]([CH2:21][CH2:22][CH2:23][OH:24])[CH2:17][CH2:16]1.CN1CCOCC1.[NH2:33][C:34]1[CH:35]=[C:36]([C:40]2[N:45]3[N:46]=[CH:47][C:48]([C:49]([C:51]4[S:52][CH:53]=[CH:54][CH:55]=4)=[O:50])=[C:44]3[N:43]=[CH:42][CH:41]=2)[CH:37]=[CH:38][CH:39]=1. The catalyst is C(Cl)Cl.CN(C)C1C=CN=CC=1.N1C=CC=CC=1. The product is [S:52]1[CH:53]=[CH:54][CH:55]=[C:51]1[C:49]([C:48]1[CH:47]=[N:46][N:45]2[C:40]([C:36]3[CH:35]=[C:34]([NH:33][C:2](=[O:3])[O:24][CH2:23][CH2:22][CH2:21][N:18]4[CH2:19][CH2:20][S:15](=[O:14])(=[O:25])[CH2:16][CH2:17]4)[CH:39]=[CH:38][CH:37]=3)=[CH:41][CH:42]=[N:43][C:44]=12)=[O:50]. The yield is 0.590. (2) The reactants are [CH2:1]([O:3][C:4]1[CH:5]=[C:6]([C:13]2[O:17][N:16]=[C:15]([C:18]3[CH:19]=[CH:20][C:21]4[O:25][C:24]([CH2:26][N:27]5[CH2:30][CH:29]([C:31]([O:33]C)=[O:32])[CH2:28]5)=[CH:23][C:22]=4[CH:35]=3)[N:14]=2)[CH:7]=[CH:8][C:9]=1[O:10][CH2:11][CH3:12])[CH3:2].[OH-].[K+]. The catalyst is O1CCOCC1. The product is [CH2:1]([O:3][C:4]1[CH:5]=[C:6]([C:13]2[O:17][N:16]=[C:15]([C:18]3[CH:19]=[CH:20][C:21]4[O:25][C:24]([CH2:26][N:27]5[CH2:28][CH:29]([C:31]([OH:33])=[O:32])[CH2:30]5)=[CH:23][C:22]=4[CH:35]=3)[N:14]=2)[CH:7]=[CH:8][C:9]=1[O:10][CH2:11][CH3:12])[CH3:2]. The yield is 0.550. (3) The reactants are Cl[C:2]1[N:7]=[C:6]([O:8][CH3:9])[C:5]([C@@:10]2([CH3:17])[CH2:15][CH2:14][CH2:13][NH:12][C:11]2=[O:16])=[CH:4][CH:3]=1.[CH3:18][N:19]1[C:27]2[C:22](=[CH:23][CH:24]=[C:25](B3OC(C)(C)C(C)(C)O3)[CH:26]=2)[CH:21]=[CH:20]1.O1CCOCC1.C([O-])([O-])=O.[Na+].[Na+]. The catalyst is C(OCC)(=O)C.C1C=CC(P(C2C=CC=CC=2)[C-]2C=CC=C2)=CC=1.C1C=CC(P(C2C=CC=CC=2)[C-]2C=CC=C2)=CC=1.Cl[Pd]Cl.[Fe+2]. The product is [CH3:9][O:8][C:6]1[C:5]([C@@:10]2([CH3:17])[CH2:15][CH2:14][CH2:13][NH:12][C:11]2=[O:16])=[CH:4][CH:3]=[C:2]([C:25]2[CH:26]=[C:27]3[C:22]([CH:21]=[CH:20][N:19]3[CH3:18])=[CH:23][CH:24]=2)[N:7]=1. The yield is 0.760. (4) The reactants are [Cl:1][C:2]1[C:7]([Cl:8])=[CH:6][CH:5]=[CH:4][C:3]=1[S:9]([NH:12][C:13]1[CH:18]=[CH:17][C:16]([O:19]C)=[CH:15][C:14]=1[S:21]([NH2:24])(=[O:23])=[O:22])(=[O:11])=[O:10].B(Br)(Br)Br. The catalyst is C(Cl)Cl. The product is [Cl:1][C:2]1[C:7]([Cl:8])=[CH:6][CH:5]=[CH:4][C:3]=1[S:9]([NH:12][C:13]1[CH:18]=[CH:17][C:16]([OH:19])=[CH:15][C:14]=1[S:21]([NH2:24])(=[O:23])=[O:22])(=[O:11])=[O:10]. The yield is 0.650.